Task: Predict the product of the given reaction.. Dataset: Forward reaction prediction with 1.9M reactions from USPTO patents (1976-2016) (1) Given the reactants C[O:2][C:3]1[CH:20]=[CH:19][C:6]([CH2:7][C:8]2[O:9][C:10]([C:13]3[CH:18]=[CH:17][CH:16]=[CH:15][CH:14]=3)=[CH:11][CH:12]=2)=[CH:5][CH:4]=1.B(Br)(Br)Br, predict the reaction product. The product is: [C:13]1([C:10]2[O:9][C:8]([CH2:7][C:6]3[CH:5]=[CH:4][C:3]([OH:2])=[CH:20][CH:19]=3)=[CH:12][CH:11]=2)[CH:14]=[CH:15][CH:16]=[CH:17][CH:18]=1. (2) Given the reactants C(Cl)(=O)C(Cl)=O.[CH2:7]([O:14][CH2:15]/[CH:16]=[CH:17]/[CH2:18][C@@H:19]([CH:23]([CH3:25])[CH3:24])[C:20](O)=[O:21])[C:8]1[CH:13]=[CH:12][CH:11]=[CH:10][CH:9]=1.C(OC/C=C/C[C@@H](C(C)C)C(Cl)=O)C1C=CC=CC=1.[CH3:45][NH:46][CH3:47], predict the reaction product. The product is: [CH3:45][N:46]([CH3:47])[C:20](=[O:21])[C@H:19]([CH:23]([CH3:25])[CH3:24])[CH2:18]/[CH:17]=[CH:16]/[CH2:15][O:14][CH2:7][C:8]1[CH:13]=[CH:12][CH:11]=[CH:10][CH:9]=1. (3) Given the reactants [Cl:1][C:2]1[C:3]([C:8]2[CH:9]=[C:10]3[C:14](=[CH:15][CH:16]=2)[NH:13][N:12]=[C:11]3[NH2:17])=[N:4][CH:5]=[CH:6][CH:7]=1.[C:18]1(=O)[O:23][C:21](=[O:22])[C:20]2=[CH:24][CH:25]=[CH:26][CH:27]=[C:19]12, predict the reaction product. The product is: [Cl:1][C:2]1[C:3]([C:8]2[CH:9]=[C:10]3[C:14](=[CH:15][CH:16]=2)[NH:13][N:12]=[C:11]3[N:17]2[C:21](=[O:22])[C:20]3[C:19](=[CH:27][CH:26]=[CH:25][CH:24]=3)[C:18]2=[O:23])=[N:4][CH:5]=[CH:6][CH:7]=1. (4) Given the reactants [CH:1]([O:4][C:5]([N:7]1[CH2:12][CH2:11][CH:10]([CH2:13][CH2:14][CH2:15][OH:16])[CH2:9][CH2:8]1)=[O:6])([CH3:3])[CH3:2].[S:17]([O-])(=[O:20])(=[O:19])[CH3:18], predict the reaction product. The product is: [CH:1]([O:4][C:5]([N:7]1[CH2:12][CH2:11][CH:10]([CH2:13][CH2:14][CH2:15][O:16][S:17]([CH3:18])(=[O:20])=[O:19])[CH2:9][CH2:8]1)=[O:6])([CH3:3])[CH3:2].